Dataset: Full USPTO retrosynthesis dataset with 1.9M reactions from patents (1976-2016). Task: Predict the reactants needed to synthesize the given product. (1) The reactants are: [Cl:1][C:2]1[N:3]=[C:4]([NH:21][C:22]2[CH:27]=[CH:26][N:25]=[CH:24][N:23]=2)[C:5]2[N:10]([CH2:11][CH2:12][O:13][CH2:14][C:15]([F:18])([F:17])[F:16])[N:9]=[C:8]([CH2:19]Cl)[C:6]=2[N:7]=1.Cl.[F:29][C:30]([F:34])([F:33])[CH2:31][NH2:32].C(N(CC)C(C)C)(C)C. Given the product [F:16][C:15]([F:18])([F:17])[CH2:14][O:13][CH2:12][CH2:11][N:10]1[C:5]2[C:4]([NH:21][C:22]3[CH:27]=[CH:26][N:25]=[CH:24][N:23]=3)=[N:3][C:2]([Cl:1])=[N:7][C:6]=2[C:8]([CH2:19][NH:32][CH2:31][C:30]([F:34])([F:33])[F:29])=[N:9]1, predict the reactants needed to synthesize it. (2) Given the product [CH2:1]([N:8]([CH2:22][C:23]1[O:24][C:27]([C:28]2[CH:33]=[CH:32][CH:31]=[C:30]([S:34]([CH3:37])(=[O:36])=[O:35])[CH:29]=2)=[N:26][N:25]=1)[S:9]([C:12]1[CH:17]=[CH:16][CH:15]=[CH:14][C:13]=1[C:18]([F:21])([F:20])[F:19])(=[O:10])=[O:11])[C:2]1[CH:7]=[CH:6][CH:5]=[CH:4][CH:3]=1, predict the reactants needed to synthesize it. The reactants are: [CH2:1]([N:8]([CH2:22][C:23]([NH:25][NH:26][C:27](=O)[C:28]1[CH:33]=[CH:32][CH:31]=[C:30]([S:34]([CH3:37])(=[O:36])=[O:35])[CH:29]=1)=[O:24])[S:9]([C:12]1[CH:17]=[CH:16][CH:15]=[CH:14][C:13]=1[C:18]([F:21])([F:20])[F:19])(=[O:11])=[O:10])[C:2]1[CH:7]=[CH:6][CH:5]=[CH:4][CH:3]=1.P(Cl)(Cl)(Cl)=O.